This data is from Forward reaction prediction with 1.9M reactions from USPTO patents (1976-2016). The task is: Predict the product of the given reaction. (1) The product is: [CH3:17][N:18]([CH2:19][CH2:20][C:21]1[CH:22]=[CH:23][C:24]([O:27][C:28]2[CH:33]=[CH:32][CH:31]=[C:30]([C:34]([F:35])([F:37])[F:36])[CH:29]=2)=[CH:25][CH:26]=1)[C:3]1[NH:4][CH:5]=[C:6]([CH2:10][C:11]2[CH:12]=[N:13][CH:14]=[N:15][CH:16]=2)[C:7](=[O:9])[N:8]=1. Given the reactants CS[C:3]1[NH:4][CH:5]=[C:6]([CH2:10][C:11]2[CH:12]=[N:13][CH:14]=[N:15][CH:16]=2)[C:7](=[O:9])[N:8]=1.[CH3:17][NH:18][CH2:19][CH2:20][C:21]1[CH:26]=[CH:25][C:24]([O:27][C:28]2[CH:33]=[CH:32][CH:31]=[C:30]([C:34]([F:37])([F:36])[F:35])[CH:29]=2)=[CH:23][CH:22]=1, predict the reaction product. (2) Given the reactants Br[CH2:2][C:3]1[CH:4]=[CH:5][C:6]([C:9]2[CH:10]=[CH:11][N:12]=[C:13]3[C:18]=2[N:17]=[C:16]([O:19][CH3:20])[CH:15]=[CH:14]3)=[N:7][CH:8]=1.[C-:21]#[N:22].[K+], predict the reaction product. The product is: [CH3:20][O:19][C:16]1[N:17]=[C:18]2[C:13](=[CH:14][CH:15]=1)[N:12]=[CH:11][CH:10]=[C:9]2[C:6]1[N:7]=[CH:8][C:3]([CH2:2][C:21]#[N:22])=[CH:4][CH:5]=1.